Dataset: Reaction yield outcomes from USPTO patents with 853,638 reactions. Task: Predict the reaction yield, written as a fraction of the theoretical maximum amount of product (1.0 means a 100% yield; for example, 0.34 means a 34% yield). (1) The reactants are O([C:8]([NH:10][C:11]1[CH:20]=[CH:19][CH:18]=[C:17]2[C:12]=1[CH2:13][CH2:14][CH2:15][CH:16]2[C:21]1[N:22]=[CH:23][N:24](C(OC(C)(C)C)=O)[CH:25]=1)=[O:9])C1C=CC=CC=1.[NH:33]1[CH2:38][CH2:37][O:36][CH2:35][CH2:34]1. No catalyst specified. The product is [NH:24]1[CH:25]=[C:21]([CH:16]2[CH2:15][CH2:14][CH2:13][C:12]3[C:11]([NH:10][C:8]([N:33]4[CH2:38][CH2:37][O:36][CH2:35][CH2:34]4)=[O:9])=[CH:20][CH:19]=[CH:18][C:17]2=3)[N:22]=[CH:23]1. The yield is 0.940. (2) The reactants are [Cl:1][CH2:2][CH2:3][N:4]=[C:5]=[O:6].[C:7]([C:11]1[CH:16]=[C:15]([NH2:17])[CH:14]=[C:13]([C:18]([CH3:21])([CH3:20])[CH3:19])[C:12]=1[OH:22])([CH3:10])([CH3:9])[CH3:8]. The catalyst is CN(C=O)C.C(OCC)(=O)C.O. The product is [CH3:21][C:18]([C:13]1[CH:14]=[C:15]([NH:17][C:5]([NH:4][CH2:3][CH2:2][Cl:1])=[O:6])[CH:16]=[C:11]([C:7]([CH3:10])([CH3:9])[CH3:8])[C:12]=1[OH:22])([CH3:19])[CH3:20]. The yield is 0.830. (3) The reactants are C([O:8][CH2:9][C@@H:10]1[O:15][CH2:14][CH2:13][N:12]([C:16]([O:18][C:19]([CH3:22])([CH3:21])[CH3:20])=[O:17])[CH2:11]1)C1C=CC=CC=1. The catalyst is CCO.[Pd]. The product is [OH:8][CH2:9][C@@H:10]1[O:15][CH2:14][CH2:13][N:12]([C:16]([O:18][C:19]([CH3:22])([CH3:21])[CH3:20])=[O:17])[CH2:11]1. The yield is 0.990. (4) The reactants are S(=O)(=O)(O)O.[NH2:6][C:7]1[CH:15]=[CH:14][C:13]([Br:16])=[CH:12][C:8]=1[C:9]([OH:11])=[O:10].[N+]([C:20]1[CH:25]=CC=C[CH:21]=1)([O-])=O.[OH-].[K+]. The catalyst is OCC(CO)O. The product is [Br:16][C:13]1[CH:14]=[C:15]2[C:7](=[C:8]([C:9]([OH:11])=[O:10])[CH:12]=1)[N:6]=[CH:25][CH:20]=[CH:21]2. The yield is 0.260.